This data is from Catalyst prediction with 721,799 reactions and 888 catalyst types from USPTO. The task is: Predict which catalyst facilitates the given reaction. (1) Reactant: [NH2:1][C:2]1[N:7]([C:8]2[CH:13]=[CH:12][C:11]([NH2:14])=[CH:10][CH:9]=2)[CH2:6][N:5]=[C:4]2[O:15][CH:16]=[CH:17][C:3]=12.[C:18]1([S:24](Cl)(=[O:26])=[O:25])[CH:23]=[CH:22][CH:21]=[CH:20][CH:19]=1.C(N(CC)C(C)C)(C)C.O. Product: [NH2:1][C:2]1[N:7]([C:8]2[CH:9]=[CH:10][C:11]([NH:14][S:24]([C:18]3[CH:23]=[CH:22][CH:21]=[CH:20][CH:19]=3)(=[O:26])=[O:25])=[CH:12][CH:13]=2)[CH2:6][N:5]=[C:4]2[O:15][CH:16]=[CH:17][C:3]=12. The catalyst class is: 1. (2) Reactant: [CH:1]([C:3]1[CH:4]=[CH:5][C:6]2[N:7]([C:9]([C:12](=[NH:15])[NH:13][OH:14])=[CH:10][N:11]=2)[CH:8]=1)=[CH2:2].[C:16](OC(=O)C)(=O)[CH3:17]. Product: [CH:1]([C:3]1[CH:4]=[CH:5][C:6]2[N:7]([C:9]([C:12]3[N:15]=[C:16]([CH3:17])[O:14][N:13]=3)=[CH:10][N:11]=2)[CH:8]=1)=[CH2:2]. The catalyst class is: 11. (3) Reactant: [Si:1]([O:8][CH2:9][CH:10]([NH:20][C:21]([C:23]1[N:24]=[C:25]([N:28]2[CH2:31][CH:30](OS(C)(=O)=O)[CH2:29]2)[S:26][CH:27]=1)=[O:22])[CH2:11][O:12][Si:13]([C:16]([CH3:19])([CH3:18])[CH3:17])([CH3:15])[CH3:14])([C:4]([CH3:7])([CH3:6])[CH3:5])([CH3:3])[CH3:2].[C:37]([O-:40])(=[S:39])[CH3:38].[K+]. The catalyst class is: 9. Product: [C:37]([S:39][CH:30]1[CH2:31][N:28]([C:25]2[S:26][CH:27]=[C:23]([C:21](=[O:22])[NH:20][CH:10]([CH2:9][O:8][Si:1]([C:4]([CH3:7])([CH3:5])[CH3:6])([CH3:3])[CH3:2])[CH2:11][O:12][Si:13]([C:16]([CH3:19])([CH3:18])[CH3:17])([CH3:14])[CH3:15])[N:24]=2)[CH2:29]1)(=[O:40])[CH3:38]. (4) Reactant: [CH3:1][O:2][C:3](=[O:14])[C:4]1[CH:9]=[C:8]([F:10])[CH:7]=[CH:6][C:5]=1[N+:11]([O-])=O. Product: [CH3:1][O:2][C:3](=[O:14])[C:4]1[CH:9]=[C:8]([F:10])[CH:7]=[CH:6][C:5]=1[NH2:11]. The catalyst class is: 19. (5) Reactant: [Br:1][C:2]1[CH:3]=[C:4]([C:11]([NH:13][CH2:14][C:15]2[C:16](=[O:23])[NH:17][C:18]([CH3:22])=[CH:19][C:20]=2[CH3:21])=[O:12])[C:5]2[CH:10]=[N:9][NH:8][C:6]=2[N:7]=1.C([O-])([O-])=O.[K+].[K+].Cl[CH:31]=[C:32]([CH3:34])[CH3:33].O. Product: [Br:1][C:2]1[CH:3]=[C:4]([C:11]([NH:13][CH2:14][C:15]2[C:16](=[O:23])[NH:17][C:18]([CH3:22])=[CH:19][C:20]=2[CH3:21])=[O:12])[C:5]2[CH:10]=[N:9][N:8]([CH2:33][C:32]([CH3:34])=[CH2:31])[C:6]=2[N:7]=1. The catalyst class is: 655. (6) Reactant: [C:1]1([CH:8]=[CH:7][CH:6]=[C:4]([OH:5])[CH:3]=1)[OH:2].[OH:9][C:10]1[CH:15]=[CH:14][C:13]([CH2:16][C:17](O)=[O:18])=[CH:12][CH:11]=1.C([O-])(=O)C.[Na+]. Product: [OH:2][C:1]1[CH:3]=[C:4]([OH:5])[CH:6]=[CH:7][C:8]=1[C:17](=[O:18])[CH2:16][C:13]1[CH:14]=[CH:15][C:10]([OH:9])=[CH:11][CH:12]=1. The catalyst class is: 11. (7) Reactant: [N+:1]([C:4]1[CH:14]=[CH:13][C:12]2[CH:11]3[CH2:15][CH2:16][N:7]([CH2:8][CH2:9][CH2:10]3)[C:6]=2[CH:5]=1)([O-:3])=[O:2].[CH3:17][C:18](C)=O.[BH4-].[Na+].Cl[CH2:24]CCl. Product: [CH:16]([N:7]1[CH2:6][CH:12]2[CH2:11][CH2:10][CH:9]([C:17]3[CH:18]=[CH:5][C:4]([N+:1]([O-:3])=[O:2])=[CH:14][C:13]=32)[CH2:8]1)([CH3:15])[CH3:24]. The catalyst class is: 699. (8) Reactant: Cl[C:2]1[CH:29]=[C:28]([C:30]([N:32]2[CH2:36][CH2:35][CH2:34][CH2:33]2)=[O:31])[CH:27]=[CH:26][C:3]=1[O:4][C:5]1[CH:6]=[C:7]([CH:17]=[C:18]([O:20][C@H:21]([CH2:24][OH:25])[CH2:22][CH3:23])[CH:19]=1)[C:8]([NH:10][C:11]1[CH:15]=[CH:14][N:13]([CH3:16])[N:12]=1)=[O:9].CO.C(OC(=O)C)C.C(N(CC)CC)C. Product: [OH:25][CH2:24][C@@H:21]([O:20][C:18]1[CH:17]=[C:7]([CH:6]=[C:5]([O:4][C:3]2[CH:2]=[CH:29][C:28]([C:30]([N:32]3[CH2:36][CH2:35][CH2:34][CH2:33]3)=[O:31])=[CH:27][CH:26]=2)[CH:19]=1)[C:8]([NH:10][C:11]1[CH:15]=[CH:14][N:13]([CH3:16])[N:12]=1)=[O:9])[CH2:22][CH3:23]. The catalyst class is: 354. (9) Reactant: Br[CH2:2][C:3]([NH:5][CH2:6][CH2:7][CH2:8][N:9]1[C:13]([C:14]2[CH:19]=[CH:18][C:17]([N:20]3[CH2:25][CH2:24][O:23][CH2:22][CH2:21]3)=[CH:16][CH:15]=2)=[CH:12][S:11][C:10]1=[N:26][C:27]1[CH:32]=[CH:31][C:30]([F:33])=[CH:29][CH:28]=1)=[O:4].[NH:34]1[CH2:38][CH2:37][CH2:36][CH2:35]1.C(=O)([O-])O.[Na+]. Product: [F:33][C:30]1[CH:31]=[CH:32][C:27]([N:26]=[C:10]2[N:9]([CH2:8][CH2:7][CH2:6][NH:5][C:3](=[O:4])[CH2:2][N:34]3[CH2:38][CH2:37][CH2:36][CH2:35]3)[C:13]([C:14]3[CH:19]=[CH:18][C:17]([N:20]4[CH2:25][CH2:24][O:23][CH2:22][CH2:21]4)=[CH:16][CH:15]=3)=[CH:12][S:11]2)=[CH:28][CH:29]=1. The catalyst class is: 9. (10) Reactant: [Cl:1][C:2]1[C:3]([C:11]([OH:13])=O)=[CH:4][NH:5][C:6]=1[C:7]([O:9][CH3:10])=[O:8].[CH3:14][CH2:15][N:16](C(C)C)C(C)C.CN(C(ON1N=NC2C=CC=NC1=2)=[N+](C)C)C.F[P-](F)(F)(F)(F)F.C(N)C. Product: [Cl:1][C:2]1[C:3]([C:11]([NH:16][CH2:15][CH3:14])=[O:13])=[CH:4][NH:5][C:6]=1[C:7]([O:9][CH3:10])=[O:8]. The catalyst class is: 3.